From a dataset of Full USPTO retrosynthesis dataset with 1.9M reactions from patents (1976-2016). Predict the reactants needed to synthesize the given product. (1) Given the product [N:8]1([C:6]([O:5][C:1]([CH3:4])([CH3:2])[CH3:3])=[O:7])[CH2:12][CH2:11][CH2:10][C@H:9]1[C:13]([O:15][CH2:40][C:39]([C:36]1[CH:37]=[CH:38][C:33]([O:32][CH2:25][C:26]2[CH:31]=[CH:30][CH:29]=[CH:28][CH:27]=2)=[CH:34][CH:35]=1)=[O:42])=[O:14], predict the reactants needed to synthesize it. The reactants are: [C:1]([O:5][C:6]([N:8]1[CH2:12][CH2:11][CH2:10][C@H:9]1[C:13]([OH:15])=[O:14])=[O:7])([CH3:4])([CH3:3])[CH3:2].CCN(C(C)C)C(C)C.[CH2:25]([O:32][C:33]1[CH:38]=[CH:37][C:36]([C:39](=[O:42])[CH2:40]Br)=[CH:35][CH:34]=1)[C:26]1[CH:31]=[CH:30][CH:29]=[CH:28][CH:27]=1. (2) Given the product [Br:1][C:25]1[C:20]([O:17][CH2:18][CH3:19])=[CH:21][C:22]([N:26]2[CH2:31][CH2:30][N:29]([C:32]([O:34][C:35]([CH3:37])([CH3:36])[CH3:38])=[O:33])[CH2:28][C@@H:27]2[CH3:39])=[N:23][CH:24]=1, predict the reactants needed to synthesize it. The reactants are: [Br:1]C1C=C(OC)C(N2CCN(C)CC2)=NC=1.[O:17]([C:20]1[CH:25]=[CH:24][N:23]=[C:22]([N:26]2[CH2:31][CH2:30][N:29]([C:32]([O:34][C:35]([CH3:38])([CH3:37])[CH3:36])=[O:33])[CH2:28][C@@H:27]2[CH3:39])[CH:21]=1)[CH2:18][CH3:19]. (3) Given the product [CH3:33][N:3]1[C:4]2[C:9]([C:10]([N:12]3[CH2:17][CH2:16][C:15]4([C:29]5[CH:28]=[N:27][N:26]([CH3:30])[C:25]=5[C:24]5[CH:23]=[CH:22][CH:21]=[CH:20][C:19]=5[O:18]4)[CH2:14][CH2:13]3)=[O:11])=[CH:8][CH:7]=[CH:6][C:5]=2[N:1]=[CH:2]1, predict the reactants needed to synthesize it. The reactants are: [NH:1]1[C:5]2[CH:6]=[CH:7][CH:8]=[C:9]([C:10]([N:12]3[CH2:17][CH2:16][C:15]4([C:29]5[CH:28]=[N:27][N:26]([CH3:30])[C:25]=5[C:24]5[CH:23]=[CH:22][CH:21]=[CH:20][C:19]=5[O:18]4)[CH2:14][CH2:13]3)=[O:11])[C:4]=2[N:3]=[CH:2]1.[H-].[Na+].[CH3:33]I. (4) The reactants are: [NH2:1][C:2]1[CH:7]=[CH:6][C:5]([N:8]2[CH2:12][CH2:11][C@H:10]([CH2:13][NH:14][C:15](=[O:21])[O:16][C:17]([CH3:20])([CH3:19])[CH3:18])[CH2:9]2)=[C:4]([F:22])[CH:3]=1.[C:23]1(=O)[CH2:26][CH2:25][CH2:24]1.C(O[BH-](OC(=O)C)OC(=O)C)(=O)C. Given the product [F:22][C:4]1[CH:3]=[C:2]([NH:1][CH:23]2[CH2:26][CH2:25][CH2:24]2)[CH:7]=[CH:6][C:5]=1[N:8]1[CH2:12][CH2:11][C@H:10]([CH2:13][NH:14][C:15](=[O:21])[O:16][C:17]([CH3:18])([CH3:19])[CH3:20])[CH2:9]1, predict the reactants needed to synthesize it.